Task: Predict which catalyst facilitates the given reaction.. Dataset: Catalyst prediction with 721,799 reactions and 888 catalyst types from USPTO (1) Product: [CH2:17]([C:14]([C:19]1[CH:33]=[CH:32][C:22]([O:23][CH2:24][C@@H:25]2[CH2:29][O:28][C:27]([CH3:31])([CH3:30])[O:26]2)=[C:21]([CH3:34])[CH:20]=1)([C:11]1[CH:12]=[CH:13][C:8]([CH2:7][CH2:6][S:5]([C:1]([CH3:4])([CH3:2])[CH3:3])=[O:36])=[C:9]([CH3:35])[CH:10]=1)[CH2:15][CH3:16])[CH3:18]. Reactant: [C:1]([S:5][CH2:6][CH2:7][C:8]1[CH:13]=[CH:12][C:11]([C:14]([C:19]2[CH:33]=[CH:32][C:22]([O:23][CH2:24][C@@H:25]3[CH2:29][O:28][C:27]([CH3:31])([CH3:30])[O:26]3)=[C:21]([CH3:34])[CH:20]=2)([CH2:17][CH3:18])[CH2:15][CH3:16])=[CH:10][C:9]=1[CH3:35])([CH3:4])([CH3:3])[CH3:2].[OH2:36]. The catalyst class is: 88. (2) Reactant: [C:1]([O:5][C:6]([NH:8][C@@H:9]1[C@@H:24]([C:25]2[CH:30]=[C:29]([F:31])[C:28]([F:32])=[CH:27][C:26]=2[F:33])[CH2:23][C:12]2[N:13]=[C:14]3[CH:19]=[C:18]([C:20](O)=[O:21])[CH:17]=[CH:16][N:15]3[C:11]=2[CH2:10]1)=[O:7])([CH3:4])([CH3:3])[CH3:2].CCN=C=NCCCN(C)C.C1C=CC2N(O)[N:52]=[N:51]C=2C=1.O.NN. Product: [NH:51]([C:20]([C:18]1[CH:17]=[CH:16][N:15]2[C:11]3[CH2:10][C@H:9]([NH:8][C:6](=[O:7])[O:5][C:1]([CH3:2])([CH3:4])[CH3:3])[C@@H:24]([C:25]4[CH:30]=[C:29]([F:31])[C:28]([F:32])=[CH:27][C:26]=4[F:33])[CH2:23][C:12]=3[N:13]=[C:14]2[CH:19]=1)=[O:21])[NH2:52]. The catalyst class is: 18. (3) Reactant: Cl.[Br-].[Cl:3][C:4]1[CH:5]=[C:6]([NH:11][C:12]2[C:17]3=[C:18]([CH2:21][N+](CC)(CC)CC)[CH:19]=[CH:20][N:16]3[N:15]=[CH:14][N:13]=2)[CH:7]=[CH:8][C:9]=1[F:10].Cl.[Cl:30][CH2:31][CH2:32][NH:33][CH2:34][CH2:35][Cl:36].CCN(C(C)C)C(C)C. Product: [Cl:30][CH2:31][CH2:32][N:33]([CH2:21][C:18]1[CH:19]=[CH:20][N:16]2[C:17]=1[C:12]([NH:11][C:6]1[CH:7]=[CH:8][C:9]([F:10])=[C:4]([Cl:3])[CH:5]=1)=[N:13][CH:14]=[N:15]2)[CH2:34][CH2:35][Cl:36]. The catalyst class is: 23. (4) Reactant: B(Cl)(Cl)Cl.C([O:12][N:13]1[C:19](=[O:20])[N:18]2[CH2:21][C@H:14]1[CH2:15][CH2:16][C@H:17]2[C:22]1[S:26][N:25]=[CH:24][N:23]=1)C1C=CC=CC=1.CO. Product: [OH:12][N:13]1[C:19](=[O:20])[N:18]2[CH2:21][C@H:14]1[CH2:15][CH2:16][C@H:17]2[C:22]1[S:26][N:25]=[CH:24][N:23]=1. The catalyst class is: 2.